Dataset: NCI-60 drug combinations with 297,098 pairs across 59 cell lines. Task: Regression. Given two drug SMILES strings and cell line genomic features, predict the synergy score measuring deviation from expected non-interaction effect. (1) Drug 2: CC12CCC(CC1=CCC3C2CCC4(C3CC=C4C5=CN=CC=C5)C)O. Drug 1: CN1CCC(CC1)COC2=C(C=C3C(=C2)N=CN=C3NC4=C(C=C(C=C4)Br)F)OC. Cell line: A498. Synergy scores: CSS=9.47, Synergy_ZIP=-3.44, Synergy_Bliss=0.0967, Synergy_Loewe=-9.44, Synergy_HSA=-1.83. (2) Drug 1: CN1CCC(CC1)COC2=C(C=C3C(=C2)N=CN=C3NC4=C(C=C(C=C4)Br)F)OC. Drug 2: C1CN(CCN1C(=O)CCBr)C(=O)CCBr. Cell line: M14. Synergy scores: CSS=-1.03, Synergy_ZIP=-0.115, Synergy_Bliss=1.47, Synergy_Loewe=-2.28, Synergy_HSA=-2.10. (3) Drug 1: C1=CC=C(C(=C1)C(C2=CC=C(C=C2)Cl)C(Cl)Cl)Cl. Drug 2: COC1=C2C(=CC3=C1OC=C3)C=CC(=O)O2. Cell line: SF-268. Synergy scores: CSS=0.884, Synergy_ZIP=0.945, Synergy_Bliss=4.53, Synergy_Loewe=1.89, Synergy_HSA=2.22. (4) Drug 1: CC12CCC3C(C1CCC2=O)CC(=C)C4=CC(=O)C=CC34C. Drug 2: CC1=C(C=C(C=C1)C(=O)NC2=CC(=CC(=C2)C(F)(F)F)N3C=C(N=C3)C)NC4=NC=CC(=N4)C5=CN=CC=C5. Cell line: IGROV1. Synergy scores: CSS=15.1, Synergy_ZIP=4.78, Synergy_Bliss=-2.15, Synergy_Loewe=-3.68, Synergy_HSA=-2.90. (5) Synergy scores: CSS=18.8, Synergy_ZIP=-5.59, Synergy_Bliss=-0.833, Synergy_Loewe=-1.32, Synergy_HSA=-1.01. Cell line: SW-620. Drug 2: C1CN(P(=O)(OC1)NCCCl)CCCl. Drug 1: C1CN(CCN1C(=O)CCBr)C(=O)CCBr. (6) Drug 2: CC12CCC3C(C1CCC2O)C(CC4=C3C=CC(=C4)O)CCCCCCCCCS(=O)CCCC(C(F)(F)F)(F)F. Synergy scores: CSS=3.46, Synergy_ZIP=5.47, Synergy_Bliss=4.38, Synergy_Loewe=-1.70, Synergy_HSA=-1.73. Cell line: SK-MEL-2. Drug 1: CC1C(C(CC(O1)OC2CC(CC3=C2C(=C4C(=C3O)C(=O)C5=C(C4=O)C(=CC=C5)OC)O)(C(=O)CO)O)N)O.Cl. (7) Drug 1: CC1C(C(CC(O1)OC2CC(CC3=C2C(=C4C(=C3O)C(=O)C5=C(C4=O)C(=CC=C5)OC)O)(C(=O)CO)O)N)O.Cl. Drug 2: CCC1(C2=C(COC1=O)C(=O)N3CC4=CC5=C(C=CC(=C5CN(C)C)O)N=C4C3=C2)O.Cl. Cell line: MOLT-4. Synergy scores: CSS=71.9, Synergy_ZIP=3.19, Synergy_Bliss=2.52, Synergy_Loewe=4.95, Synergy_HSA=6.53. (8) Drug 2: C1=CC(=CC=C1CCC2=CNC3=C2C(=O)NC(=N3)N)C(=O)NC(CCC(=O)O)C(=O)O. Synergy scores: CSS=24.4, Synergy_ZIP=-7.83, Synergy_Bliss=-11.6, Synergy_Loewe=-12.9, Synergy_HSA=-10.7. Cell line: OVCAR3. Drug 1: CC12CCC3C(C1CCC2=O)CC(=C)C4=CC(=O)C=CC34C. (9) Drug 1: CN(CCCl)CCCl.Cl. Drug 2: CN(C(=O)NC(C=O)C(C(C(CO)O)O)O)N=O. Cell line: UO-31. Synergy scores: CSS=13.1, Synergy_ZIP=-3.77, Synergy_Bliss=0.550, Synergy_Loewe=-5.60, Synergy_HSA=-0.692.